Dataset: Orexin1 receptor HTS with 218,158 compounds and 233 confirmed actives. Task: Binary Classification. Given a drug SMILES string, predict its activity (active/inactive) in a high-throughput screening assay against a specified biological target. (1) The drug is S(=O)(=O)(N(CC(=O)NCc1c(cccc1)C)c1c(OC)cccc1)c1ccc(cc1)C. The result is 0 (inactive). (2) The drug is Brc1ccc(C(=O)COC(=O)C(N2C(=O)C3C4CC(C3C2=O)CC4)C)cc1. The result is 0 (inactive).